Task: Predict the product of the given reaction.. Dataset: Forward reaction prediction with 1.9M reactions from USPTO patents (1976-2016) (1) Given the reactants [C:1]([C:4]1[CH:13]=[CH:12][C:11]([OH:14])=[C:10]2[C:5]=1[CH:6]=[CH:7][C:8](=[O:15])[NH:9]2)(=[O:3])[CH3:2].C(=O)(O)[O-].[Na+].Cl[CH2:22][C:23]1[CH:28]=[CH:27][C:26]([O:29][CH3:30])=[CH:25][CH:24]=1, predict the reaction product. The product is: [C:1]([C:4]1[CH:13]=[CH:12][C:11]([O:14][CH2:22][C:23]2[CH:28]=[CH:27][C:26]([O:29][CH3:30])=[CH:25][CH:24]=2)=[C:10]2[C:5]=1[CH:6]=[CH:7][C:8](=[O:15])[NH:9]2)(=[O:3])[CH3:2]. (2) Given the reactants [F:1][C:2]1[CH:10]=[CH:9][C:8]([CH3:11])=[CH:7][C:3]=1[C:4]([OH:6])=[O:5].S(Cl)(Cl)=O.[CH3:16]O, predict the reaction product. The product is: [F:1][C:2]1[CH:10]=[CH:9][C:8]([CH3:11])=[CH:7][C:3]=1[C:4]([O:6][CH3:16])=[O:5]. (3) Given the reactants [S:1]1[CH:5]=[CH:4][N:3]=[C:2]1[NH:6][C:7]1[C:15]2[C:10](=[CH:11][CH:12]=[C:13]([NH2:16])[CH:14]=2)[NH:9][N:8]=1.C(N(CC)CC)C.[C:24](Cl)(=[O:26])[CH3:25], predict the reaction product. The product is: [S:1]1[CH:5]=[CH:4][N:3]=[C:2]1[NH:6][C:7]1[C:15]2[C:10](=[CH:11][CH:12]=[C:13]([NH:16][C:24](=[O:26])[CH3:25])[CH:14]=2)[NH:9][N:8]=1. (4) Given the reactants [ClH:1].[O:2]=[C:3]([NH:43][C:44]1[CH:49]=[CH:48][C:47]([C:50]2[N:51]=[N:52][NH:53][N:54]=2)=[CH:46][CH:45]=1)[C@@H:4]([NH:25][C:26]([C@H:28]1[CH2:33][CH2:32][C@H:31]([CH2:34][NH:35]C(=O)OC(C)(C)C)[CH2:30][CH2:29]1)=[O:27])[CH2:5][C:6]1[CH:11]=[CH:10][C:9]([C:12]2[CH:17]=[CH:16][C:15]([N:18]3[CH2:23][CH2:22][O:21][CH2:20][C:19]3=[O:24])=[CH:14][CH:13]=2)=[CH:8][CH:7]=1, predict the reaction product. The product is: [ClH:1].[NH2:35][CH2:34][C@H:31]1[CH2:32][CH2:33][C@H:28]([C:26]([NH:25][C@@H:4]([CH2:5][C:6]2[CH:11]=[CH:10][C:9]([C:12]3[CH:13]=[CH:14][C:15]([N:18]4[CH2:23][CH2:22][O:21][CH2:20][C:19]4=[O:24])=[CH:16][CH:17]=3)=[CH:8][CH:7]=2)[C:3](=[O:2])[NH:43][C:44]2[CH:45]=[CH:46][C:47]([C:50]3[N:51]=[N:52][NH:53][N:54]=3)=[CH:48][CH:49]=2)=[O:27])[CH2:29][CH2:30]1. (5) Given the reactants [Cl:1][C:2]1[CH:3]=[C:4]([C:9]2([C:14]([F:17])([F:16])[F:15])[CH2:13][NH:12][N:11]=[CH:10]2)[CH:5]=[C:6]([Cl:8])[CH:7]=1.Br[C:19]1[CH:32]=[CH:31][C:22]([C:23]([NH:25][CH2:26][C:27]([F:30])([F:29])[F:28])=[O:24])=[C:21]([CH3:33])[CH:20]=1.C(=O)([O-])[O-].[Cs+].[Cs+].C1(P(C2CCCCC2)C2C=CC=CC=2C2C(C(C)C)=CC(C(C)C)=CC=2C(C)C)CCCCC1, predict the reaction product. The product is: [Cl:1][C:2]1[CH:3]=[C:4]([C:9]2([C:14]([F:15])([F:17])[F:16])[CH:13]=[N:12][N:11]([C:19]3[CH:32]=[CH:31][C:22]([C:23]([NH:25][CH2:26][C:27]([F:30])([F:29])[F:28])=[O:24])=[C:21]([CH3:33])[CH:20]=3)[CH2:10]2)[CH:5]=[C:6]([Cl:8])[CH:7]=1. (6) Given the reactants [CH2:1]1[C:9]2[C:4](=[CH:5][C:6](B3OC(C)(C)C(C)(C)O3)=[CH:7][CH:8]=2)[CH2:3][O:2]1.[NH2:19][C:20]1[C:25]([F:26])=[C:24](Cl)[N:23]=[C:22]([C:28]([O:30][CH3:31])=[O:29])[C:21]=1[Cl:32].C(=O)([O-])[O-].[Na+].[Na+].C(#N)C, predict the reaction product. The product is: [NH2:19][C:20]1[C:25]([F:26])=[C:24]([C:6]2[CH:5]=[C:4]3[C:9](=[CH:8][CH:7]=2)[CH2:1][O:2][CH2:3]3)[N:23]=[C:22]([C:28]([O:30][CH3:31])=[O:29])[C:21]=1[Cl:32]. (7) Given the reactants [H-].[Na+].[CH3:3][O:4][C:5]([CH2:7]P(OC)(OC)=O)=[O:6].[CH2:14]([N:21]1[CH2:26][CH2:25][C:24](=O)[CH2:23][CH2:22]1)[C:15]1[CH:20]=[CH:19][CH:18]=[CH:17][CH:16]=1.[H][H], predict the reaction product. The product is: [CH2:14]([N:21]1[CH2:26][CH2:25][CH:24]([CH2:7][C:5]([O:4][CH3:3])=[O:6])[CH2:23][CH2:22]1)[C:15]1[CH:20]=[CH:19][CH:18]=[CH:17][CH:16]=1. (8) Given the reactants [Cl-].O[NH3+:3].[C:4](=[O:7])([O-])[OH:5].[Na+].CS(C)=O.[CH2:13]([C:17]1[N:18]=[C:19]([CH3:50])[N:20]([C:40]2[CH:41]=[CH:42][C:43]3[O:47][CH:46]([CH3:48])[CH2:45][C:44]=3[CH:49]=2)[C:21](=[O:39])[C:22]=1[CH2:23][C:24]1[CH:29]=[CH:28][C:27]([C:30]2[C:31]([C:36]#[N:37])=[CH:32][CH:33]=[CH:34][CH:35]=2)=[CH:26][C:25]=1[F:38])[CH2:14][CH2:15][CH3:16], predict the reaction product. The product is: [CH2:13]([C:17]1[N:18]=[C:19]([CH3:50])[N:20]([C:40]2[CH:41]=[CH:42][C:43]3[O:47][CH:46]([CH3:48])[CH2:45][C:44]=3[CH:49]=2)[C:21](=[O:39])[C:22]=1[CH2:23][C:24]1[CH:29]=[CH:28][C:27]([C:30]2[CH:35]=[CH:34][CH:33]=[CH:32][C:31]=2[C:36]2[NH:3][C:4](=[O:7])[O:5][N:37]=2)=[CH:26][C:25]=1[F:38])[CH2:14][CH2:15][CH3:16]. (9) Given the reactants [CH2:1]([CH:3]([C:6]1[N:11]2[N:12]=[C:13]([CH3:26])[C:14]([C:15]3[S:19][C:18]([C:20]4[N:21]([CH3:25])[N:22]=[CH:23][N:24]=4)=[N:17][CH:16]=3)=[C:10]2[N:9]=[C:8]([CH3:27])[CH:7]=1)[CH2:4][CH3:5])[CH3:2].[Cl:28]N1C(=O)CCC1=O, predict the reaction product. The product is: [Cl:28][C:16]1[N:17]=[C:18]([C:20]2[N:21]([CH3:25])[N:22]=[CH:23][N:24]=2)[S:19][C:15]=1[C:14]1[C:13]([CH3:26])=[N:12][N:11]2[C:6]([CH:3]([CH2:4][CH3:5])[CH2:1][CH3:2])=[CH:7][C:8]([CH3:27])=[N:9][C:10]=12. (10) Given the reactants [Cl:1][C:2]1[N:3]=[C:4]([N:12]2[CH2:17][CH2:16][O:15][CH2:14][CH2:13]2)[C:5]2[N:10]=[C:9](I)[S:8][C:6]=2[N:7]=1.[CH3:18][S:19]([NH:22][CH2:23][C:24]1[CH:25]=[C:26](B(O)O)[CH:27]=[CH:28][CH:29]=1)(=[O:21])=[O:20], predict the reaction product. The product is: [Cl:1][C:2]1[N:3]=[C:4]([N:12]2[CH2:17][CH2:16][O:15][CH2:14][CH2:13]2)[C:5]2[N:10]=[C:9]([C:28]3[CH:29]=[C:24]([CH2:23][NH:22][S:19]([CH3:18])(=[O:20])=[O:21])[CH:25]=[CH:26][CH:27]=3)[S:8][C:6]=2[N:7]=1.